This data is from Full USPTO retrosynthesis dataset with 1.9M reactions from patents (1976-2016). The task is: Predict the reactants needed to synthesize the given product. (1) Given the product [CH2:10]([N:9]1[C@@H:3]2[C@H:2]([N:1]3[CH:39]=[N:51][N:50]=[N:49]3)[CH2:8][C@@:7]1([C:17]1[CH:18]=[CH:19][CH:20]=[CH:21][CH:22]=1)[C@H:6]([O:23][CH2:24][C:25]1[CH:26]=[C:27]([C:35]([F:38])([F:36])[F:37])[CH:28]=[C:29]([C:31]([F:32])([F:33])[F:34])[CH:30]=1)[CH2:5][CH2:4]2)[C:11]1[CH:16]=[CH:15][CH:14]=[CH:13][CH:12]=1, predict the reactants needed to synthesize it. The reactants are: [NH2:1][C@@H:2]1[CH2:8][C@:7]2([C:17]3[CH:22]=[CH:21][CH:20]=[CH:19][CH:18]=3)[N:9]([CH2:10][C:11]3[CH:16]=[CH:15][CH:14]=[CH:13][CH:12]=3)[C@H:3]1[CH2:4][CH2:5][C@H:6]2[O:23][CH2:24][C:25]1[CH:30]=[C:29]([C:31]([F:34])([F:33])[F:32])[CH:28]=[C:27]([C:35]([F:38])([F:37])[F:36])[CH:26]=1.[CH2:39](OC(OCC)OCC)C.[N-:49]=[N+:50]=[N-:51].[Na+]. (2) The reactants are: [CH:1]([C:3]1[CH:8]=[C:7]([C:9]2[CH:14]=[CH:13][CH:12]=[CH:11][C:10]=2[CH3:15])[N:6]=[CH:5][C:4]=1[NH:16]C(=O)C(C)(C)C)=[O:2].Cl. Given the product [NH2:16][C:4]1[C:3]([CH:1]=[O:2])=[CH:8][C:7]([C:9]2[CH:14]=[CH:13][CH:12]=[CH:11][C:10]=2[CH3:15])=[N:6][CH:5]=1, predict the reactants needed to synthesize it. (3) Given the product [C:14]1([C@@H:5]2[CH2:9][C@@H:8]([OH:10])[CH:7]=[CH:6]2)[CH:19]=[CH:18][CH:17]=[CH:16][CH:15]=1, predict the reactants needed to synthesize it. The reactants are: C(O[C@H:5]1[CH2:9][C@@H:8]([OH:10])[CH:7]=[CH:6]1)(=O)C.[Cu]C#N.[C:14]1([Mg]Cl)[CH:19]=[CH:18][CH:17]=[CH:16][CH:15]=1.[NH4+].[Cl-]. (4) The reactants are: [C:1]1([OH:7])[CH:6]=[CH:5][CH:4]=[CH:3][CH:2]=1.C([O-])([O-])=O.[K+].[K+].Br[CH2:15][CH2:16][CH2:17][CH2:18][CH2:19][CH2:20][CH2:21][CH2:22][CH2:23][CH2:24][CH2:25][CH3:26]. Given the product [CH2:26]([O:7][C:1]1[CH:6]=[CH:5][CH:4]=[CH:3][CH:2]=1)[CH2:25][CH2:24][CH2:23][CH2:22][CH2:21][CH2:20][CH2:19][CH2:18][CH2:17][CH2:16][CH3:15], predict the reactants needed to synthesize it. (5) Given the product [ClH:48].[F:2][C:3]1[CH:4]=[C:5]([S:10]([NH:13][C:14]2[C:23]3[C:18](=[CH:19][CH:20]=[CH:21][CH:22]=3)[C:17]([N:24]3[CH2:30][CH2:29][CH2:28][N:27]([CH3:31])[CH2:26][CH2:25]3)=[CH:16][CH:15]=2)(=[O:11])=[O:12])[CH:6]=[CH:7][CH:8]=1, predict the reactants needed to synthesize it. The reactants are: Cl.[F:2][C:3]1[CH:4]=[C:5]([S:10]([NH:13][C:14]2[C:23]3[C:18](=[CH:19][CH:20]=[CH:21][CH:22]=3)[C:17]([N:24]3[CH2:30][CH2:29][CH2:28][N:27]([CH3:31])[CH2:26][CH2:25]3)=[CH:16][CH:15]=2)(=[O:12])=[O:11])[CH:6]=[CH:7][C:8]=1F.N1C=CC=CC=1.FC1C=C(S([Cl:48])(=O)=O)C=CC=1. (6) Given the product [CH3:13][O:12][C:8]1[CH:9]=[C:10]2[C:5](=[CH:6][C:7]=1[O:14][CH3:15])[N:4]=[CH:3][C:2]([NH:1][CH2:9][C:10]([CH3:11])([CH3:5])[CH2:16][OH:17])=[CH:11]2, predict the reactants needed to synthesize it. The reactants are: [NH2:1][C:2]1[CH:3]=[N:4][C:5]2[C:10]([CH:11]=1)=[CH:9][C:8]([O:12][CH3:13])=[C:7]([O:14][CH3:15])[CH:6]=2.[CH3:16][OH:17]. (7) Given the product [CH3:24][O:23][C:17]1[CH:22]=[CH:21][C:20]([C:1]2[NH:2][C:3](=[O:4])[C:5]3[C:6]([CH:11]=2)=[CH:7][CH:8]=[CH:9][CH:10]=3)=[CH:19][CH:18]=1, predict the reactants needed to synthesize it. The reactants are: [CH3:1][NH:2][C:3]([C:5]1[C:6]([CH3:11])=[CH:7][CH:8]=[CH:9][CH:10]=1)=[O:4].[Li]CCCC.[C:17]1([O:23][CH3:24])[CH:22]=[CH:21][CH:20]=[CH:19][CH:18]=1.C(=O)=O.CC(C)=O.[Cl-].[NH4+].